Dataset: Full USPTO retrosynthesis dataset with 1.9M reactions from patents (1976-2016). Task: Predict the reactants needed to synthesize the given product. (1) The reactants are: C([N+](CCCC)(CCCC)CCCC)CCC.C([N+](CCCC)(CCCC)CCCC)CCC.[C:35]([O:39][C:40]([NH:42][C@H:43]([CH2:49][C:50]1[CH:55]=[CH:54][CH:53]=[CH:52][C:51]=1[F:56])[CH2:44][S:45]([O-])(=[O:47])=[O:46])=[O:41])([CH3:38])([CH3:37])[CH3:36].[Cl:57]C(Cl)(OC(=O)OC(Cl)(Cl)Cl)Cl. Given the product [C:35]([O:39][C:40](=[O:41])[NH:42][C@@H:43]([CH2:44][S:45]([Cl:57])(=[O:47])=[O:46])[CH2:49][C:50]1[CH:55]=[CH:54][CH:53]=[CH:52][C:51]=1[F:56])([CH3:38])([CH3:37])[CH3:36], predict the reactants needed to synthesize it. (2) Given the product [Cl:18][C:15]1[CH:16]=[CH:17][C:12]([S:9]([N:8]([C:7]2[C:2]([C:40]([C:39]3[CH:46]=[CH:47][N:48]=[C:37]([N:36]=[CH:35][N:33]([CH3:34])[CH3:32])[CH:38]=3)=[O:41])=[N:3][CH:4]=[C:5]([CH3:26])[CH:6]=2)[CH2:23][O:24][CH3:25])(=[O:11])=[O:10])=[CH:13][C:14]=1[C:19]([F:22])([F:21])[F:20], predict the reactants needed to synthesize it. The reactants are: Br[C:2]1[C:7]([N:8]([CH2:23][O:24][CH3:25])[S:9]([C:12]2[CH:17]=[CH:16][C:15]([Cl:18])=[C:14]([C:19]([F:22])([F:21])[F:20])[CH:13]=2)(=[O:11])=[O:10])=[CH:6][C:5]([CH3:26])=[CH:4][N:3]=1.C([Mg]Cl)(C)C.[CH3:32][N:33]([CH:35]=[N:36][C:37]1[CH:38]=[C:39]([CH:46]=[CH:47][N:48]=1)[C:40](N(OC)C)=[O:41])[CH3:34]. (3) The reactants are: [OH:1][CH2:2][C:3]1([CH2:6][O:7][C:8]2[C:13]([O:14][CH3:15])=[C:12]([O:16][CH3:17])[CH:11]=[CH:10][C:9]=2[C:18]2[CH:26]=[CH:25][CH:24]=[C:23]3[C:19]=2[CH2:20][CH2:21][C:22]3=[O:27])[CH2:5][CH2:4]1.C(N(CC)CC)C.[N:35]([CH:38]([CH3:40])[CH3:39])=[C:36]=[O:37].COC1C(OC)=CC=C(C2C=CC=C3C=2CCC3=O)C=1OCC1(COC(=O)NCC)CC1. Given the product [CH3:15][O:14][C:13]1[C:12]([O:16][CH3:17])=[CH:11][CH:10]=[C:9]([C:18]2[CH:26]=[CH:25][CH:24]=[C:23]3[C:19]=2[CH2:20][CH2:21][C:22]3=[O:27])[C:8]=1[O:7][CH2:6][C:3]1([CH2:2][O:1][C:36](=[O:37])[NH:35][CH:38]([CH3:40])[CH3:39])[CH2:4][CH2:5]1, predict the reactants needed to synthesize it. (4) The reactants are: [Mg].Br[C:3]1[CH:4]=[C:5]([CH2:8][O:9][Si:10]([C:13]([CH3:16])([CH3:15])[CH3:14])([CH3:12])[CH3:11])[S:6][CH:7]=1.[Br:17][C:18]1[CH:19]=[C:20]([CH:23]=[CH:24][CH:25]=1)[CH:21]=[O:22]. Given the product [Br:17][C:18]1[CH:19]=[C:20]([CH:21]([C:3]2[CH:4]=[C:5]([CH2:8][O:9][Si:10]([C:13]([CH3:16])([CH3:15])[CH3:14])([CH3:12])[CH3:11])[S:6][CH:7]=2)[OH:22])[CH:23]=[CH:24][CH:25]=1, predict the reactants needed to synthesize it. (5) The reactants are: [CH2:1]([N:3]1[C:7]([C:8]([OH:10])=O)=[CH:6][CH:5]=[N:4]1)[CH3:2].[F:11][C:12]([F:29])([F:28])[O:13][C:14]1[CH:19]=[CH:18][CH:17]=[CH:16][C:15]=1[C:20]1[C:21]([NH2:27])=[N:22][C:23]([NH2:26])=[CH:24][N:25]=1.N1C(C)=CC=CC=1C. Given the product [NH2:27][C:21]1[N:22]=[C:23]([NH:26][C:8]([C:7]2[N:3]([CH2:1][CH3:2])[N:4]=[CH:5][CH:6]=2)=[O:10])[CH:24]=[N:25][C:20]=1[C:15]1[CH:16]=[CH:17][CH:18]=[CH:19][C:14]=1[O:13][C:12]([F:29])([F:28])[F:11], predict the reactants needed to synthesize it. (6) The reactants are: [F:1][C:2]1[CH:7]=[CH:6][C:5]([C:8](=[NH:20])[NH:9][C:10]2[CH:15]=[CH:14][C:13]([S:16]([CH3:19])(=[O:18])=[O:17])=[CH:12][CH:11]=2)=[CH:4][CH:3]=1.C(=O)(O)[O-].[Na+].Br[CH2:27][C:28](=[O:33])[C:29]([F:32])([F:31])[F:30]. Given the product [F:1][C:2]1[CH:3]=[CH:4][C:5]([C:8]2[N:9]([C:10]3[CH:15]=[CH:14][C:13]([S:16]([CH3:19])(=[O:17])=[O:18])=[CH:12][CH:11]=3)[CH2:27][C:28]([OH:33])([C:29]([F:32])([F:31])[F:30])[N:20]=2)=[CH:6][CH:7]=1, predict the reactants needed to synthesize it.